Dataset: Reaction yield outcomes from USPTO patents with 853,638 reactions. Task: Predict the reaction yield, written as a fraction of the theoretical maximum amount of product (1.0 means a 100% yield; for example, 0.34 means a 34% yield). (1) The reactants are [CH3:1][C:2]1[CH:11]=[CH:10][C:9]2[C:4](=[CH:5][CH:6]=[CH:7][C:8]=2[N:12]2[CH2:17][CH2:16][N:15]([CH2:18][CH2:19][C:20]3[CH:21]=[C:22]([CH:24]=[CH:25][CH:26]=3)[NH2:23])[CH2:14][CH2:13]2)[N:3]=1.[CH:27]1[CH:32]=[CH:31][C:30]([O:33][C:34]([Cl:36])=[O:35])=[CH:29][CH:28]=1. No catalyst specified. The product is [ClH:36].[ClH:36].[CH3:1][C:2]1[CH:11]=[CH:10][C:9]2[C:4](=[CH:5][CH:6]=[CH:7][C:8]=2[N:12]2[CH2:13][CH2:14][N:15]([CH2:18][CH2:19][C:20]3[CH:21]=[C:22]([NH:23][C:34](=[O:35])[O:33][C:30]4[CH:31]=[CH:32][CH:27]=[CH:28][CH:29]=4)[CH:24]=[CH:25][CH:26]=3)[CH2:16][CH2:17]2)[N:3]=1. The yield is 0.590. (2) The product is [C:47]([O:46][C:44](=[O:45])[C@@H:42]([C@H:40]([C:39]([O:38][C:35](=[O:37])[CH3:36])=[O:50])[OH:41])[OH:43])(=[O:49])[CH3:48].[C:1]([N:4]1[C:8]2[CH:9]=[CH:10][C:11]([Cl:13])=[CH:12][C:7]=2[S:6][CH:5]1[C:14]1[CH:19]=[C:18]([O:20][CH3:21])[CH:17]=[CH:16][C:15]=1[O:22][CH2:23][CH2:24][CH2:25][N:26]([CH2:30][CH2:31][O:32][CH2:33][CH3:34])[CH:27]([CH3:29])[CH3:28])(=[O:3])[CH3:2]. The yield is 0.790. The reactants are [C:1]([N:4]1[C:8]2[CH:9]=[CH:10][C:11]([Cl:13])=[CH:12][C:7]=2[S:6][CH:5]1[C:14]1[CH:19]=[C:18]([O:20][CH3:21])[CH:17]=[CH:16][C:15]=1[O:22][CH2:23][CH2:24][CH2:25][N:26]([CH2:30][CH2:31][O:32][CH2:33][CH3:34])[CH:27]([CH3:29])[CH3:28])(=[O:3])[CH3:2].[C:35]([O:38][C:39](=[O:50])[C@@H:40]([C@H:42]([C:44]([O:46][C:47](=[O:49])[CH3:48])=[O:45])[OH:43])[OH:41])(=[O:37])[CH3:36]. The catalyst is C(OCC)(=O)C. (3) The product is [NH2:26][C:24]1[C:25]2=[C:17]([C:14]3[CH:15]=[CH:16][C:10]4[S:9][C:8]([CH2:1][C:2]5[CH:3]=[CH:4][CH:5]=[CH:6][CH:7]=5)=[N:12][C:11]=4[CH:13]=3)[CH:18]=[C:19]([CH:27]3[CH2:32][CH2:31][N:30]([CH2:34][C:35]([N:37]([CH3:39])[CH3:38])=[O:36])[CH2:29][CH2:28]3)[N:20]2[N:21]=[CH:22][N:23]=1. The reactants are [CH2:1]([C:8]1[S:9][C:10]2[CH:16]=[CH:15][C:14]([C:17]3[CH:18]=[C:19]([CH:27]4[CH2:32][CH2:31][NH:30][CH2:29][CH2:28]4)[N:20]4[C:25]=3[C:24]([NH2:26])=[N:23][CH:22]=[N:21]4)=[CH:13][C:11]=2[N:12]=1)[C:2]1[CH:7]=[CH:6][CH:5]=[CH:4][CH:3]=1.Cl[CH2:34][C:35]([N:37]([CH3:39])[CH3:38])=[O:36]. No catalyst specified. The yield is 0.362. (4) The reactants are Br[CH2:2][C:3]([C:5]1[CH:10]=[CH:9][C:8]([F:11])=[CH:7][CH:6]=1)=O.[Cl:12][C:13]1[N:18]=[N:17][C:16]([NH2:19])=[CH:15][CH:14]=1. The catalyst is C(O)C. The product is [Cl:12][C:13]1[CH:14]=[CH:15][C:16]2[N:17]([CH:2]=[C:3]([C:5]3[CH:10]=[CH:9][C:8]([F:11])=[CH:7][CH:6]=3)[N:19]=2)[N:18]=1. The yield is 0.351.